Task: Regression. Given two drug SMILES strings and cell line genomic features, predict the synergy score measuring deviation from expected non-interaction effect.. Dataset: NCI-60 drug combinations with 297,098 pairs across 59 cell lines (1) Drug 1: CC1=C2C(C(=O)C3(C(CC4C(C3C(C(C2(C)C)(CC1OC(=O)C(C(C5=CC=CC=C5)NC(=O)OC(C)(C)C)O)O)OC(=O)C6=CC=CC=C6)(CO4)OC(=O)C)O)C)O. Cell line: SW-620. Synergy scores: CSS=24.7, Synergy_ZIP=5.43, Synergy_Bliss=11.7, Synergy_Loewe=6.42, Synergy_HSA=10.3. Drug 2: CC(C)NC(=O)C1=CC=C(C=C1)CNNC.Cl. (2) Drug 1: CC1C(C(CC(O1)OC2CC(OC(C2O)C)OC3=CC4=CC5=C(C(=O)C(C(C5)C(C(=O)C(C(C)O)O)OC)OC6CC(C(C(O6)C)O)OC7CC(C(C(O7)C)O)OC8CC(C(C(O8)C)O)(C)O)C(=C4C(=C3C)O)O)O)O. Drug 2: CC1=C(C=C(C=C1)C(=O)NC2=CC(=CC(=C2)C(F)(F)F)N3C=C(N=C3)C)NC4=NC=CC(=N4)C5=CN=CC=C5. Cell line: SF-295. Synergy scores: CSS=27.3, Synergy_ZIP=2.54, Synergy_Bliss=-1.28, Synergy_Loewe=-17.0, Synergy_HSA=-7.45. (3) Drug 1: C1CCC(C1)C(CC#N)N2C=C(C=N2)C3=C4C=CNC4=NC=N3. Drug 2: CC1=C(C=C(C=C1)NC2=NC=CC(=N2)N(C)C3=CC4=NN(C(=C4C=C3)C)C)S(=O)(=O)N.Cl. Cell line: UACC-257. Synergy scores: CSS=7.94, Synergy_ZIP=2.49, Synergy_Bliss=11.5, Synergy_Loewe=8.11, Synergy_HSA=8.67. (4) Drug 1: CC12CCC3C(C1CCC2O)C(CC4=C3C=CC(=C4)O)CCCCCCCCCS(=O)CCCC(C(F)(F)F)(F)F. Drug 2: C1C(C(OC1N2C=NC3=C2NC=NCC3O)CO)O. Cell line: NCI-H226. Synergy scores: CSS=-2.15, Synergy_ZIP=1.89, Synergy_Bliss=1.71, Synergy_Loewe=-3.57, Synergy_HSA=-2.79. (5) Drug 1: CC1=C2C(C(=O)C3(C(CC4C(C3C(C(C2(C)C)(CC1OC(=O)C(C(C5=CC=CC=C5)NC(=O)OC(C)(C)C)O)O)OC(=O)C6=CC=CC=C6)(CO4)OC(=O)C)O)C)O. Drug 2: C1=CN(C=N1)CC(O)(P(=O)(O)O)P(=O)(O)O. Cell line: DU-145. Synergy scores: CSS=0.956, Synergy_ZIP=2.75, Synergy_Bliss=7.77, Synergy_Loewe=2.33, Synergy_HSA=3.60. (6) Drug 1: CS(=O)(=O)C1=CC(=C(C=C1)C(=O)NC2=CC(=C(C=C2)Cl)C3=CC=CC=N3)Cl. Drug 2: B(C(CC(C)C)NC(=O)C(CC1=CC=CC=C1)NC(=O)C2=NC=CN=C2)(O)O. Cell line: TK-10. Synergy scores: CSS=6.07, Synergy_ZIP=2.92, Synergy_Bliss=6.78, Synergy_Loewe=5.80, Synergy_HSA=5.35. (7) Drug 1: C1=NC2=C(N=C(N=C2N1C3C(C(C(O3)CO)O)F)Cl)N. Drug 2: CC=C1C(=O)NC(C(=O)OC2CC(=O)NC(C(=O)NC(CSSCCC=C2)C(=O)N1)C(C)C)C(C)C. Cell line: A498. Synergy scores: CSS=18.4, Synergy_ZIP=-9.32, Synergy_Bliss=-1.57, Synergy_Loewe=-22.8, Synergy_HSA=-0.0167. (8) Drug 1: C(=O)(N)NO. Synergy scores: CSS=-0.180, Synergy_ZIP=8.91, Synergy_Bliss=15.8, Synergy_Loewe=2.83, Synergy_HSA=4.00. Cell line: SR. Drug 2: CC(C)(C#N)C1=CC(=CC(=C1)CN2C=NC=N2)C(C)(C)C#N. (9) Drug 1: C1C(C(OC1N2C=NC3=C(N=C(N=C32)Cl)N)CO)O. Drug 2: C1=NC2=C(N=C(N=C2N1C3C(C(C(O3)CO)O)F)Cl)N. Cell line: HOP-92. Synergy scores: CSS=22.7, Synergy_ZIP=-7.08, Synergy_Bliss=3.09, Synergy_Loewe=-1.17, Synergy_HSA=3.47.